Predict the product of the given reaction. From a dataset of Forward reaction prediction with 1.9M reactions from USPTO patents (1976-2016). Given the reactants [CH3:1][N:2]1[C:6]([C:7](=[O:24])[NH:8][C:9]2[CH:14]=[CH:13][N:12]3[N:15]=[C:16]([C:18]4[CH:19]=[N:20][CH:21]=[CH:22][CH:23]=4)[N:17]=[C:11]3[CH:10]=2)=[C:5]([C:25](O)=[O:26])[CH:4]=[N:3]1.Cl.[F:29][CH:30]1[CH2:33][NH:32][CH2:31]1.CCCP(=O)=O.C(N(CC)C(C)C)(C)C, predict the reaction product. The product is: [F:29][CH:30]1[CH2:33][N:32]([C:25]([C:5]2[CH:4]=[N:3][N:2]([CH3:1])[C:6]=2[C:7]([NH:8][C:9]2[CH:14]=[CH:13][N:12]3[N:15]=[C:16]([C:18]4[CH:19]=[N:20][CH:21]=[CH:22][CH:23]=4)[N:17]=[C:11]3[CH:10]=2)=[O:24])=[O:26])[CH2:31]1.